Dataset: NCI-60 drug combinations with 297,098 pairs across 59 cell lines. Task: Regression. Given two drug SMILES strings and cell line genomic features, predict the synergy score measuring deviation from expected non-interaction effect. (1) Drug 1: CCCCCOC(=O)NC1=NC(=O)N(C=C1F)C2C(C(C(O2)C)O)O. Drug 2: CN(CCCl)CCCl.Cl. Cell line: NCI-H522. Synergy scores: CSS=33.4, Synergy_ZIP=-1.06, Synergy_Bliss=-1.23, Synergy_Loewe=-16.3, Synergy_HSA=0.769. (2) Drug 1: C(=O)(N)NO. Drug 2: CN1C2=C(C=C(C=C2)N(CCCl)CCCl)N=C1CCCC(=O)O.Cl. Cell line: SR. Synergy scores: CSS=-0.277, Synergy_ZIP=-1.29, Synergy_Bliss=-4.00, Synergy_Loewe=-2.51, Synergy_HSA=-4.54. (3) Drug 1: CCC1(CC2CC(C3=C(CCN(C2)C1)C4=CC=CC=C4N3)(C5=C(C=C6C(=C5)C78CCN9C7C(C=CC9)(C(C(C8N6C)(C(=O)OC)O)OC(=O)C)CC)OC)C(=O)OC)O.OS(=O)(=O)O. Drug 2: CC(C)(C#N)C1=CC(=CC(=C1)CN2C=NC=N2)C(C)(C)C#N. Cell line: HCT-15. Synergy scores: CSS=4.13, Synergy_ZIP=-1.42, Synergy_Bliss=2.10, Synergy_Loewe=1.54, Synergy_HSA=1.81. (4) Drug 1: C1=NC2=C(N1)C(=S)N=CN2. Drug 2: COC1=C2C(=CC3=C1OC=C3)C=CC(=O)O2. Cell line: OVCAR-4. Synergy scores: CSS=34.4, Synergy_ZIP=1.49, Synergy_Bliss=-0.914, Synergy_Loewe=-43.2, Synergy_HSA=-3.77.